Task: Predict the reaction yield, written as a fraction of the theoretical maximum amount of product (1.0 means a 100% yield; for example, 0.34 means a 34% yield).. Dataset: Reaction yield outcomes from USPTO patents with 853,638 reactions (1) The reactants are [Cl:1][CH2:2][C:3](=O)[CH2:4]Cl.[NH2:7][C:8]1[CH:13]=[CH:12][CH:11]=[CH:10][N:9]=1. The catalyst is COCCOC. The product is [Cl:1][CH2:2][C:3]1[N:7]=[C:8]2[CH:13]=[CH:12][CH:11]=[CH:10][N:9]2[CH:4]=1. The yield is 0.530. (2) The reactants are [C:1]([O:5][C:6]([N:8]1[CH2:13][CH:12]=[C:11]([C:14]2[C:22]3[S:21][C:20]([NH:23][C:24]([N:26]4[CH2:31][CH2:30][O:29][CH2:28][CH2:27]4)=[O:25])=[N:19][C:18]=3[C:17]([O:32][CH3:33])=[CH:16][CH:15]=2)[CH2:10][CH2:9]1)=[O:7])([CH3:4])([CH3:3])[CH3:2].O1CCCC1. The catalyst is CO.[Pd]. The product is [C:1]([O:5][C:6]([N:8]1[CH2:13][CH2:12][CH:11]([C:14]2[C:22]3[S:21][C:20]([NH:23][C:24]([N:26]4[CH2:27][CH2:28][O:29][CH2:30][CH2:31]4)=[O:25])=[N:19][C:18]=3[C:17]([O:32][CH3:33])=[CH:16][CH:15]=2)[CH2:10][CH2:9]1)=[O:7])([CH3:4])([CH3:3])[CH3:2]. The yield is 0.370. (3) The reactants are [C:1](=[O:4])([O-])[O-].[NH4+:5].[NH4+:6].[C-]#N.[K+].[CH3:10][C:11]([C:13]1[CH:18]=[CH:17][CH:16]=[C:15]([Br:19])[CH:14]=1)=O.C[CH2:21][OH:22].O. The catalyst is O. The product is [Br:19][C:15]1[CH:14]=[C:13]([C:11]2([CH3:10])[NH:6][C:21](=[O:22])[NH:5][C:1]2=[O:4])[CH:18]=[CH:17][CH:16]=1. The yield is 0.840. (4) The reactants are [Cl:1][C:2]1[C:3]([F:19])=[C:4]([C:8]2[O:12][N:11]=[C:10]([C:13]([O:15]CC)=[O:14])[C:9]=2[CH3:18])[CH:5]=[CH:6][CH:7]=1.Cl.NO. The catalyst is CCO. The product is [Cl:1][C:2]1[C:3]([F:19])=[C:4]([C:8]2[O:12][N:11]=[C:10]([C:13]([OH:15])=[O:14])[C:9]=2[CH3:18])[CH:5]=[CH:6][CH:7]=1. The yield is 0.390. (5) The reactants are [CH2:1]([CH:3]1[O:5][CH2:4]1)Br.[OH:6][C:7]1[CH:12]=[CH:11][CH:10]=[CH:9][C:8]=1[NH:13][C:14]([NH2:16])=[O:15].C(=O)([O-])[O-].[Cs+].[Cs+]. The catalyst is CN(C=O)C. The product is [O:5]1[CH2:4][CH:3]1[CH2:1][O:6][C:7]1[CH:12]=[CH:11][CH:10]=[CH:9][C:8]=1[NH:13][C:14]([NH2:16])=[O:15]. The yield is 0.320. (6) The reactants are [CH3:1][C:2]1([CH3:13])[C:6](=[O:7])[CH:5]=[C:4]([C:8]2[N:9]=[CH:10][S:11][CH:12]=2)[O:3]1.C1C(=O)N([Br:21])C(=O)C1. The catalyst is C(Cl)(Cl)Cl.C(Cl)Cl. The product is [Br:21][C:5]1[C:6](=[O:7])[C:2]([CH3:13])([CH3:1])[O:3][C:4]=1[C:8]1[N:9]=[CH:10][S:11][CH:12]=1. The yield is 0.710. (7) The reactants are [F:1][C:2]1[CH:7]=[CH:6][C:5]([OH:8])=[CH:4][CH:3]=1.Br[C:10]1[CH:15]=[CH:14][C:13]([Br:16])=[CH:12][N:11]=1.CN(C)C=O.[H-].[Na+]. The product is [Br:16][C:13]1[CH:14]=[CH:15][C:10]([O:8][C:5]2[CH:6]=[CH:7][C:2]([F:1])=[CH:3][CH:4]=2)=[N:11][CH:12]=1. The yield is 0.750. The catalyst is O.